Binary Classification. Given a T-cell receptor sequence (or CDR3 region) and an epitope sequence, predict whether binding occurs between them. From a dataset of TCR-epitope binding with 47,182 pairs between 192 epitopes and 23,139 TCRs. (1) The epitope is TPRVTGGGAM. The TCR CDR3 sequence is CASSSHDTGGYNSPLHF. Result: 1 (the TCR binds to the epitope). (2) The epitope is KLWAQCVQL. The TCR CDR3 sequence is CASSLAGLYEQYF. Result: 0 (the TCR does not bind to the epitope). (3) The epitope is GTSGSPIVNR. Result: 1 (the TCR binds to the epitope). The TCR CDR3 sequence is CASSLSAGGGTEAFF. (4) The epitope is YLNTLTLAV. The TCR CDR3 sequence is CASSEWVGGETQYF. Result: 1 (the TCR binds to the epitope). (5) The epitope is RLFRKSNLK. The TCR CDR3 sequence is CASSLYLADEQFF. Result: 1 (the TCR binds to the epitope). (6) The epitope is VLQAVGACV. The TCR CDR3 sequence is CASSLVLAQETQYF. Result: 0 (the TCR does not bind to the epitope). (7) The epitope is RQLLFVVEV. The TCR CDR3 sequence is CASSADRVGGNTIYF. Result: 1 (the TCR binds to the epitope). (8) The TCR CDR3 sequence is CASSATSGRPDTGELFF. The epitope is RTLNAWVKV. Result: 0 (the TCR does not bind to the epitope). (9) The epitope is KTWGQYWQV. The TCR CDR3 sequence is CASSLGVGQLYEQYF. Result: 0 (the TCR does not bind to the epitope). (10) The epitope is LPAADLDDF. The TCR CDR3 sequence is CAISESLAGSSYEQYF. Result: 0 (the TCR does not bind to the epitope).